This data is from Full USPTO retrosynthesis dataset with 1.9M reactions from patents (1976-2016). The task is: Predict the reactants needed to synthesize the given product. (1) Given the product [F:36][C:32]1[CH:31]=[C:30]([N:28]([CH3:29])[C:27](=[O:37])[C:23]2[CH:24]=[CH:25][CH:26]=[C:21]([C:20]([C:38]3[CH:43]=[CH:42][CH:41]=[C:40]([OH:44])[CH:39]=3)=[C:17]3[CH2:18][CH2:19][NH:14][CH2:15][CH2:16]3)[CH:22]=2)[CH:35]=[CH:34][CH:33]=1, predict the reactants needed to synthesize it. The reactants are: O1CCCC1.Cl.C(OC([N:14]1[CH2:19][CH2:18][C:17](=[C:20]([C:38]2[CH:43]=[CH:42][CH:41]=[C:40]([O:44][Si](C(C)(C)C)(C)C)[CH:39]=2)[C:21]2[CH:26]=[CH:25][CH:24]=[C:23]([C:27](=[O:37])[N:28]([C:30]3[CH:35]=[CH:34][CH:33]=[C:32]([F:36])[CH:31]=3)[CH3:29])[CH:22]=2)[CH2:16][CH2:15]1)=O)(C)(C)C. (2) Given the product [Cl:37][C:6]1[CH:5]=[N:4][CH:3]=[C:2]([Cl:1])[C:7]=1[CH2:8][C@H:9]([O:20][C:21](=[O:36])[C@@H:22]([C:24]1[CH:33]=[CH:32][C:31]2[C:26](=[CH:27][CH:28]=[C:29]([O:34][CH3:35])[CH:30]=2)[CH:25]=1)[CH3:23])[C:10]1[CH:15]=[CH:14][C:13]([O:16][CH3:17])=[C:12]([O:18][CH3:19])[CH:11]=1, predict the reactants needed to synthesize it. The reactants are: [Cl:1][C:2]1[CH:3]=[N:4][CH:5]=[C:6]([Cl:37])[C:7]=1[CH2:8][C@@H:9]([O:20][C:21](=[O:36])[CH:22]([C:24]1[CH:33]=[CH:32][C:31]2[C:26](=[CH:27][CH:28]=[C:29]([O:34][CH3:35])[CH:30]=2)[CH:25]=1)[CH3:23])[C:10]1[CH:15]=[CH:14][C:13]([O:16][CH3:17])=[C:12]([O:18][CH3:19])[CH:11]=1.CO. (3) Given the product [Cl:20][C:15]1[C:14]2[O:8][CH2:9][CH2:10][N:11]([CH3:23])[C:12](=[O:22])[C:13]=2[CH:18]=[CH:17][C:16]=1[O:24][C:25]1[CH:26]=[C:27]([CH:37]=[C:38]([O:40][CH:41]([CH3:43])[CH3:42])[CH:39]=1)[C:28]([NH:30][C:31]1[CH:35]=[CH:34][N:33]([CH3:36])[N:32]=1)=[O:29], predict the reactants needed to synthesize it. The reactants are: [Si]([O:8][CH2:9][CH2:10][N:11]([CH3:23])[C:12](=[O:22])[C:13]1[CH:18]=[CH:17][C:16](F)=[C:15]([Cl:20])[C:14]=1F)(C(C)(C)C)(C)C.[OH:24][C:25]1[CH:26]=[C:27]([CH:37]=[C:38]([O:40][CH:41]([CH3:43])[CH3:42])[CH:39]=1)[C:28]([NH:30][C:31]1[CH:35]=[CH:34][N:33]([CH3:36])[N:32]=1)=[O:29].C(=O)([O-])[O-].[K+].[K+].O.